This data is from Full USPTO retrosynthesis dataset with 1.9M reactions from patents (1976-2016). The task is: Predict the reactants needed to synthesize the given product. (1) The reactants are: [Cl:1][C:2]1[CH:3]=[CH:4][C:5]2[N:11]3[C:12]([CH3:15])=[N:13][N:14]=[C:10]3[CH:9]([CH2:16][CH2:17][N:18]3[NH:22][N:21]=[C:20]([CH2:23][C:24]([O:26]CC)=[O:25])[NH:19]3)[O:8][CH:7]([C:29]3[CH:34]=[CH:33][CH:32]=[C:31]([O:35][CH3:36])[C:30]=3[O:37][CH3:38])[C:6]=2[CH:39]=1.C(=O)([O-])[O-].[K+].[K+].O1CCCC1.Cl. Given the product [Cl:1][C:2]1[CH:3]=[CH:4][C:5]2[N:11]3[C:12]([CH3:15])=[N:13][N:14]=[C:10]3[CH:9]([CH2:16][CH2:17][N:18]3[NH:22][N:21]=[C:20]([CH2:23][C:24]([OH:26])=[O:25])[NH:19]3)[O:8][CH:7]([C:29]3[CH:34]=[CH:33][CH:32]=[C:31]([O:35][CH3:36])[C:30]=3[O:37][CH3:38])[C:6]=2[CH:39]=1, predict the reactants needed to synthesize it. (2) Given the product [N+:25]([C:28]1[CH:29]=[CH:30][C:31]([C:32]([O:1][CH2:2][CH:3]([N:7]([C:8]([O:9][C:10]([CH3:11])([CH3:12])[CH3:13])=[O:14])[CH2:15][CH:16]=[CH2:17])[CH2:4][CH:5]=[CH2:6])=[O:33])=[CH:35][CH:36]=1)([O-:27])=[O:26], predict the reactants needed to synthesize it. The reactants are: [OH:1][CH2:2][CH:3]([N:7]([CH2:15][CH:16]=[CH2:17])[C:8](=[O:14])[O:9][C:10]([CH3:13])([CH3:12])[CH3:11])[CH2:4][CH:5]=[CH2:6].C(N(CC)CC)C.[N+:25]([C:28]1[CH:36]=[CH:35][C:31]([C:32](Cl)=[O:33])=[CH:30][CH:29]=1)([O-:27])=[O:26]. (3) Given the product [OH2:7].[F:4][C:5]([F:13])([F:12])[C:6]([C:8]([F:11])([F:10])[F:9])=[O:7], predict the reactants needed to synthesize it. The reactants are: O.O.O.[F:4][C:5]([F:13])([F:12])[C:6]([C:8]([F:11])([F:10])[F:9])=[O:7]. (4) Given the product [CH3:10][C:9]1[C:3]2[CH:4]=[CH:5][O:1][C:2]=2[CH2:6][CH2:7][N:8]=1, predict the reactants needed to synthesize it. The reactants are: [O:1]1[CH:5]=[CH:4][CH:3]=[C:2]1[CH2:6][CH2:7][NH:8][C:9](=O)[CH3:10].O=P12OP3(OP(OP(O3)(O1)=O)(=O)O2)=O.